Predict the reaction yield, written as a fraction of the theoretical maximum amount of product (1.0 means a 100% yield; for example, 0.34 means a 34% yield). From a dataset of Reaction yield outcomes from USPTO patents with 853,638 reactions. (1) The reactants are [NH2:1][C:2]1[CH:3]=[C:4]([C:8]2[CH2:9][CH2:10][N:11]([C:14]([O:16][C:17]([CH3:20])([CH3:19])[CH3:18])=[O:15])[CH2:12][CH:13]=2)[CH:5]=[CH:6][CH:7]=1. The catalyst is C(O)C.[Pd]. The product is [NH2:1][C:2]1[CH:3]=[C:4]([CH:8]2[CH2:9][CH2:10][N:11]([C:14]([O:16][C:17]([CH3:20])([CH3:19])[CH3:18])=[O:15])[CH2:12][CH2:13]2)[CH:5]=[CH:6][CH:7]=1. The yield is 0.840. (2) The reactants are [I:1][C:2]1[CH:8]=[CH:7][C:5]([NH2:6])=[CH:4][CH:3]=1.C([O-])([O-])=O.[Cs+].[Cs+].[CH:15](I)([CH3:17])[CH3:16].O. The yield is 0.630. The product is [I:1][C:2]1[CH:8]=[CH:7][C:5]([NH:6][CH:15]([CH3:17])[CH3:16])=[CH:4][CH:3]=1. The catalyst is CN(C=O)C. (3) The reactants are [C:1]([O:5][C:6]([N:8]1[CH2:13][CH2:12][C:11]([NH:18][C:19]2[CH:24]=[CH:23][CH:22]=[C:21]([NH:25][C:26]([C:39]3[CH:44]=[CH:43][CH:42]=[CH:41][CH:40]=3)([C:33]3[CH:38]=[CH:37][CH:36]=[CH:35][CH:34]=3)[C:27]3[CH:32]=[CH:31][CH:30]=[CH:29][CH:28]=3)[CH:20]=2)([C:14]([O:16][CH3:17])=[O:15])[CH2:10][CH2:9]1)=[O:7])([CH3:4])([CH3:3])[CH3:2].[C:45](O[C:45](=[O:48])[CH2:46][CH3:47])(=[O:48])[CH2:46][CH3:47].C(N(C(C)C)CC)(C)C.C(=O)([O-])O.[Na+]. The catalyst is C(OCC)(=O)C. The product is [C:1]([O:5][C:6]([N:8]1[CH2:9][CH2:10][C:11]([N:18]([C:19]2[CH:24]=[CH:23][CH:22]=[C:21]([NH:25][C:26]([C:33]3[CH:38]=[CH:37][CH:36]=[CH:35][CH:34]=3)([C:27]3[CH:28]=[CH:29][CH:30]=[CH:31][CH:32]=3)[C:39]3[CH:44]=[CH:43][CH:42]=[CH:41][CH:40]=3)[CH:20]=2)[C:45](=[O:48])[CH2:46][CH3:47])([C:14]([O:16][CH3:17])=[O:15])[CH2:12][CH2:13]1)=[O:7])([CH3:4])([CH3:2])[CH3:3]. The yield is 0.640. (4) The reactants are F[C:2](F)(F)[C:3](O)=O.[CH2:8]([S:10]([N:13]1[CH2:18][CH2:17][CH:16]([C:19]2[C:27]3[C:22](=[C:23]([C:39]([NH2:41])=[O:40])[CH:24]=[C:25]([C:28]4[N:29]=[C:30]([CH2:33][NH:34][CH2:35]C(C)C)[S:31][CH:32]=4)[CH:26]=3)[NH:21][CH:20]=2)[CH2:15][CH2:14]1)(=[O:12])=[O:11])[CH3:9].[CH3:42][CH:43](C)CN. No catalyst specified. The product is [CH2:8]([S:10]([N:13]1[CH2:18][CH2:17][CH:16]([C:19]2[C:27]3[C:22](=[C:23]([C:39]([NH2:41])=[O:40])[CH:24]=[C:25]([C:28]4[N:29]=[C:30]([CH2:33][N:34]5[CH2:35][CH2:3][CH2:2][CH2:43][CH2:42]5)[S:31][CH:32]=4)[CH:26]=3)[NH:21][CH:20]=2)[CH2:15][CH2:14]1)(=[O:12])=[O:11])[CH3:9]. The yield is 0.516. (5) The yield is 0.790. The reactants are C[O:2][C:3]1[CH:4]=[C:5]2[C:9](=[CH:10][CH:11]=1)[CH2:8][CH:7]([N:12]1[C:20](=[O:21])[C:19]3[C:14](=[CH:15][CH:16]=[CH:17][CH:18]=3)[C:13]1=[O:22])[CH2:6]2.B(Br)(Br)Br.C(Cl)Cl. The product is [OH:2][C:3]1[CH:4]=[C:5]2[C:9](=[CH:10][CH:11]=1)[CH2:8][CH:7]([N:12]1[C:20](=[O:21])[C:19]3[C:14](=[CH:15][CH:16]=[CH:17][CH:18]=3)[C:13]1=[O:22])[CH2:6]2. The catalyst is C(Cl)Cl.